The task is: Binary Classification. Given a miRNA mature sequence and a target amino acid sequence, predict their likelihood of interaction.. This data is from Experimentally validated miRNA-target interactions with 360,000+ pairs, plus equal number of negative samples. (1) The miRNA is hsa-miR-4653-5p with sequence UCUCUGAGCAAGGCUUAACACC. The protein sequence of the target gene is MVSQSTVRQDSPVEPWEGISDHSGIIDGSPRLLNTDHPPCQLDIRLMRHKAVWINPQDVQQQPQDLQSQVPAAGNSGTHFVTDAASPSGPSPSCLGDSLAETTLSEDTTDSVGSASPHGSSEKSSSFSLSSTEVHMVRPGYSHRVSLPTSPGILATSPYPETDSAFFEPSHLTSAADEGAVQVSRRTISSNSFSPEVFVLPVDVEKENAHFYVADMIISAMEKMKCNILSQQQTESWSKEVSGLLGSDQPDSEMTFDTNIKQESGSSTSSYSGYEGCAVLQVSPVTETRTYHDVKEICKC.... Result: 0 (no interaction). (2) The miRNA is hsa-miR-4796-3p with sequence UAAAGUGGCAGAGUAUAGACAC. The protein sequence of the target gene is MQWNVPRTMSRLALRTFVEAQKARLFDHHWRIKGPLLVHRGEYRVAWTPHLRKQWLHLSAVQCLAKQRNLLDAQPPQLGTLRQERWEQDILSKRVLSSSSTSQETPSEKKEETDPLQDKSISLYQRFKKTFRQYGKVLIPVHLITSGIWFGTFYYATIKGVNVIPFLEVIGLPDSIVDILKNSQSGNALTAYAMFKIATPARYTVTLGGTSFTVKYLRSHGYMSTPPPVKEYLQGRMEETKELITEKMEETKDRLTEKLQETKGKVSFKKKVE. Result: 0 (no interaction). (3) The miRNA is hsa-miR-22-5p with sequence AGUUCUUCAGUGGCAAGCUUUA. The protein sequence of the target gene is MDADKEKDLQKFLKNVDEISNLIQEMNSDDPVVQQKAVLETEKRLLLMEEDQEEDECRTTLNKTMISPPQTAMKSAEEINSEAFLASVEKDAKERAKRRRENKVLADALKEKGNEAFAEGNYETAILRYSEGLEKLKDMKVLYTNRAQAYMKLEDYEKALVDCEWALKCDEKCTKAYFHMGKANLALKNYSVSRECYKKILEINPKLQTQVKGYLNQVDLQEKADLQEKEAHELLDSGKNTAVTTKNLLETLSKPDQIPLFYAGGIEILTEMINECTEQTLFRMHNGFSIISDNEVIRRC.... Result: 0 (no interaction). (4) The miRNA is hsa-miR-100-5p with sequence AACCCGUAGAUCCGAACUUGUG. The protein sequence of the target gene is MGDWMTVTDPVLCTENKNLSQYTSETKMSPSSLYSQQVLCSSVPLSKNVHGVFGVFCTGENIEQSISYLDQELTTFGFPSLYEESKSKEAKRELNIVAVLNCMNELLVLQRKNLLAQESVETQNLKLGSDMDHLQSCYAKLKEQLETSRREMIGLQERDRQLQCKNRSLHQLLKNEKDEVQKLQNIIASRATQYNHDVKRKEREYNKLKERLHQLVMNKKDKNIAMDVLNYVGRADGKRGSWRTDKTEARNEDEMYKILLNDYEYRQKQILMENAELKKVLQQMKKEMISLLSPQKKKPR.... Result: 0 (no interaction). (5) The miRNA is mmu-miR-465c-5p with sequence UAUUUAGAAUGGCGCUGAUCUG. The protein sequence of the target gene is MPEFLEDPSVLTKDKLKSELVANNVTLPAGEQRKDVYVQLYLQHLTARNRPPLAAGANSKGPPDFSSDEEREPTPVLGSGASVGRGRGAVGRKATKKTDKPRLEDKDDLDVTELSNEELLDQLVRYGVNPGPIVGTTRKLYEKKLLKLREQGTESRSSTPLPTVSSSAENTRQNGSNDSDRYSDNDEGKKKEHKKVKSARDCVPFSELASTPSGAFFQGISFPEISTRPPLGRTELQAAKKVQTTKRDPPRETCTDTALPGKGQTHKLAPGRSLFIPSESSYDRCVEKSSSPSSQREFAA.... Result: 0 (no interaction). (6) The miRNA is hsa-miR-670-3p with sequence UUUCCUCAUAUUCAUUCAGGA. The protein sequence of the target gene is MDLFGDLPEPERAPRPSAGKEAQGRPVLFEDLPPASSTDSGSGGPLLFDDLPPAASGNSGSLATSGSQVVKTEGKGAKRKAPEEEKNGGEELVEKKVCKASSVIFGLKGYVAERKGEREEMQDAHVILNDITQECNPPSSLITRVSYFAVFDGHGGIRASKFAAQNLHQNLIRKFPKGDIISVEKTVKRCLLDTFKHTDEEFLKQASSQKPAWKDGSTATCVLAVDNILYIANLGDSRAILCRYNEESQKHAALSLSKEHNPTQYEERMRIQKAGGNVRDGRVLGVLEVSRSIGDGQYKR.... Result: 0 (no interaction). (7) The miRNA is hsa-miR-150-5p with sequence UCUCCCAACCCUUGUACCAGUG. The protein sequence of the target gene is MLSSIKCVLVGDSAVGKTSLLVRFTSETFPEAYKPTVYENTGVDVFMDGIQISLGLWDTAGNDAFRSIRPLSYQQADVVLMCYSVANHNSFLNLKNKWIGEIRSNLPCTPVLVVATQTDQREMGPHRASCVNAMEGKKLAQDVRAKGYLECSALSNRGVQQVFECAVRTAVNQARRRNRRRLFSINECKIF. Result: 1 (interaction). (8) The miRNA is hsa-miR-6772-5p with sequence UGGGUGUAGGCUGGAGCUGAGG. The protein sequence of the target gene is MELQTLQEALKVEIQVHQKLVAQMKQDPQNADLKKQLHELQAKITALSEKQKRVVEQLRKNLIVKQEQPDKFQIQPLSQSENKLQTAQQQPLQPLQQQQPQQPQQQQQQQQQHAQQSAAAPPSLTASQKTVTTASMITTKTLPLVLKAATATMPASVVGQRPTIAMVTAINSQKAVLSTDVQNTPVNLQTSSKVTGPGAEAVQIVAKNTVTLQVQATPPQPIKVPQFIPPPRLTPRPNFLPQVRPKPVAQNNIPIAPAPPPMLAAPQLIQRPVMLTKFTPTTLPTSQNSIHPVRVVNGQT.... Result: 0 (no interaction). (9) The miRNA is hsa-miR-6775-5p with sequence UCGGGGCAUGGGGGAGGGAGGCUGG. The protein sequence of the target gene is MAQGSGDQRAVGVADPEESSPNMIVYCKIEDIITKMQDDKTGGVPIRTVKSFLSKIPSVVTGTDIVQWLMKNLSIEDPVEAIHLGSLIAAQGYIFPISDHVLTMKDDGTFYRFQAPYFWPSNCWEPENTDYAIYLCKRTMQNKARLELADYEAENLARLQRAFARKWEFIFMQAEAQVKIDRKKDKTERKILDSQERAFWDVHRPVPGCVNTTEMDIRKCRRLKNPQKVKKSVYGVTEESQAQSPVHVLSQPIRKTTKEDIRKQITFLNAQIDRHCLKMSKVAESLIAYTEQYVEYDPLI.... Result: 1 (interaction). (10) The miRNA is hsa-miR-570-3p with sequence CGAAAACAGCAAUUACCUUUGC. The protein sequence of the target gene is MAWPLCTLLLLLATQAVALAWSPQEEDRIIEGGIYDADLNDERVQRALHFVISEYNKATEDEYYRRLLRVLRAREQIVGGVNYFFDIEVGRTICTKSQPNLDTCAFHEQPELQKKQLCSFQIYEVPWEDRMSLVNSRCQEA. Result: 0 (no interaction).